From a dataset of Reaction yield outcomes from USPTO patents with 853,638 reactions. Predict the reaction yield, written as a fraction of the theoretical maximum amount of product (1.0 means a 100% yield; for example, 0.34 means a 34% yield). (1) The reactants are N12[CH2:8][CH2:7][N:4](CC1)CC2.[OH:9][C:10]1[CH:11]=[N:12][C:13]2[C:18]([C:19]=1[CH:20]=O)=[CH:17][C:16]([O:22][CH3:23])=[CH:15][CH:14]=2.[CH3:24]CCCCC.C(OCC)(=O)C. The catalyst is C(#N)C=C. The product is [CH3:23][O:22][C:16]1[CH:17]=[C:18]2[C:13](=[CH:14][CH:15]=1)[N:12]=[CH:11][C:10]1[O:9][CH2:24][C:8]([C:7]#[N:4])=[CH:20][C:19]2=1. The yield is 0.780. (2) The reactants are [H-].[Na+].[Cl:3][C:4]1[C:5]([CH:16]=[O:17])=[CH:6][NH:7][C:8]=1[C:9]1[CH:14]=[CH:13][CH:12]=[CH:11][C:10]=1[F:15].C1OCCOCCOCCOCCOC1.Cl.[N:34]1[CH:39]=[CH:38][CH:37]=[C:36]([S:40](Cl)(=[O:42])=[O:41])[CH:35]=1. The catalyst is O1CCCC1.O. The product is [Cl:3][C:4]1[C:5]([CH:16]=[O:17])=[CH:6][N:7]([S:40]([C:36]2[CH:35]=[N:34][CH:39]=[CH:38][CH:37]=2)(=[O:42])=[O:41])[C:8]=1[C:9]1[CH:14]=[CH:13][CH:12]=[CH:11][C:10]=1[F:15]. The yield is 0.780. (3) The product is [C:1]([O:5][C:6](=[O:35])[NH:7][C:8]1[S:9][C:10]([CH2:14][C:16]2[C:24]3[C:19](=[N:20][CH:21]=[C:22]([Cl:25])[CH:23]=3)[N:18]([S:26]([C:29]3[CH:34]=[CH:33][CH:32]=[CH:31][CH:30]=3)(=[O:27])=[O:28])[CH:17]=2)=[C:11]([Cl:13])[N:12]=1)([CH3:4])([CH3:2])[CH3:3]. The catalyst is ClCCl. The yield is 0.887. The reactants are [C:1]([O:5][C:6](=[O:35])[NH:7][C:8]1[S:9][C:10]([CH:14]([C:16]2[C:24]3[C:19](=[N:20][CH:21]=[C:22]([Cl:25])[CH:23]=3)[N:18]([S:26]([C:29]3[CH:34]=[CH:33][CH:32]=[CH:31][CH:30]=3)(=[O:28])=[O:27])[CH:17]=2)O)=[C:11]([Cl:13])[N:12]=1)([CH3:4])([CH3:3])[CH3:2].C([SiH](CC)CC)C.FC(F)(F)C(O)=O.